This data is from Reaction yield outcomes from USPTO patents with 853,638 reactions. The task is: Predict the reaction yield, written as a fraction of the theoretical maximum amount of product (1.0 means a 100% yield; for example, 0.34 means a 34% yield). (1) The reactants are CCN(C(C)C)C(C)C.[C:10]1([C:24]2[CH:29]=[CH:28][CH:27]=[CH:26][CH:25]=2)[CH:15]=[CH:14][C:13]([C:16]([N:18]([CH2:20][C:21]([OH:23])=O)[CH3:19])=[O:17])=[CH:12][CH:11]=1.C1C=CC2N(O)N=NC=2C=1.CCN=C=NCCCN(C)C.Cl.[N:52]1([C:58]([C:60]2[CH:65]=[CH:64][CH:63]=[CH:62][C:61]=2[C:66]([F:69])([F:68])[F:67])=[O:59])[CH2:57][CH2:56][NH:55][CH2:54][CH2:53]1. The catalyst is CN(C=O)C.O. The product is [CH3:19][N:18]([CH2:20][C:21](=[O:23])[N:55]1[CH2:56][CH2:57][N:52]([C:58](=[O:59])[C:60]2[CH:65]=[CH:64][CH:63]=[CH:62][C:61]=2[C:66]([F:69])([F:67])[F:68])[CH2:53][CH2:54]1)[C:16]([C:13]1[CH:12]=[CH:11][C:10]([C:24]2[CH:29]=[CH:28][CH:27]=[CH:26][CH:25]=2)=[CH:15][CH:14]=1)=[O:17]. The yield is 0.713. (2) The reactants are [CH2:1]([O:3][C:4]([C:6]1([CH2:28][CH2:29][CH2:30][C:31]([O:33][CH2:34][CH3:35])=[O:32])[CH2:12][CH2:11][N:10]([S:13]([C:16]2[CH:21]=[CH:20][C:19]([CH3:22])=[CH:18][CH:17]=2)(=[O:15])=[O:14])[C:9]2[CH:23]=[CH:24][CH:25]=[CH:26][C:8]=2[C:7]1=O)=[O:5])[CH3:2].FC(F)(F)C(O)=O.B(F)(F)F.CCOCC.CS(O)(=O)=O.C([SiH](CC)CC)C. The catalyst is ClCCCl. The product is [CH2:1]([O:3][C:4]([C:6]1([CH2:28][CH2:29][CH2:30][C:31]([O:33][CH2:34][CH3:35])=[O:32])[CH2:12][CH2:11][N:10]([S:13]([C:16]2[CH:17]=[CH:18][C:19]([CH3:22])=[CH:20][CH:21]=2)(=[O:15])=[O:14])[C:9]2[CH:23]=[CH:24][CH:25]=[CH:26][C:8]=2[CH2:7]1)=[O:5])[CH3:2]. The yield is 0.530. (3) The reactants are O.[NH2:2][NH2:3].C[O:5][C:6](=O)[C:7]([NH:9][C:10]1[CH:11]=[CH:12][C:13]([O:16][CH:17]2[CH2:22][CH2:21][CH:20]([C:23]([O:25][C:26]([CH3:29])([CH3:28])[CH3:27])=[O:24])[CH2:19][CH2:18]2)=[N:14][CH:15]=1)=[O:8]. The catalyst is C(O)C.C(Cl)Cl. The product is [NH:2]([C:6](=[O:5])[C:7]([NH:9][C:10]1[CH:11]=[CH:12][C:13]([O:16][CH:17]2[CH2:22][CH2:21][CH:20]([C:23]([O:25][C:26]([CH3:27])([CH3:29])[CH3:28])=[O:24])[CH2:19][CH2:18]2)=[N:14][CH:15]=1)=[O:8])[NH2:3]. The yield is 0.890. (4) The catalyst is C(O)(C)(C)C.C1COCC1. The reactants are [CH3:1][N:2]([CH3:23])[C:3](=[O:22])[CH2:4][N:5]([C:14]1[CH:19]=[CH:18][C:17]([O:20][CH3:21])=[CH:16][CH:15]=1)[CH2:6][C:7]([O:9][C:10]([CH3:13])([CH3:12])[CH3:11])=[O:8].[C:24](OC(C)(C)C)(=[O:32])[C:25](OC(C)(C)C)=[O:26].CC(C)([O-])C.[K+].C(O)(=O)C. The yield is 0.370. The product is [CH3:23][N:2]([CH3:1])[C:3]([C:4]1[N:5]([C:14]2[CH:19]=[CH:18][C:17]([O:20][CH3:21])=[CH:16][CH:15]=2)[C:6]([C:7]([O:9][C:10]([CH3:13])([CH3:12])[CH3:11])=[O:8])=[C:25]([OH:26])[C:24]=1[OH:32])=[O:22]. (5) The reactants are [Br:1][C:2]1[N:3]=[C:4]([C:9]#[C:10][Si](C)(C)C)[C:5]([NH2:8])=[N:6][CH:7]=1.[H-].[Na+].[C:17]1([CH3:27])[CH:22]=[CH:21][C:20]([S:23](Cl)(=[O:25])=[O:24])=[CH:19][CH:18]=1. The catalyst is CN(C=O)C. The product is [Br:1][C:2]1[N:3]=[C:4]2[CH:9]=[CH:10][N:8]([S:23]([C:20]3[CH:21]=[CH:22][C:17]([CH3:27])=[CH:18][CH:19]=3)(=[O:25])=[O:24])[C:5]2=[N:6][CH:7]=1. The yield is 0.520. (6) The reactants are C(NC(C)C)(C)C.C([Li])CCC.[Cl:13][C:14]1[CH:15]=[N:16][CH:17]=[C:18]([Cl:20])[CH:19]=1.[C:21](=[O:23])=[O:22].[OH-].[Na+]. The catalyst is O1CCCC1.O.CCCCCC. The product is [Cl:13][C:14]1[CH:15]=[N:16][CH:17]=[C:18]([Cl:20])[C:19]=1[C:21]([OH:23])=[O:22]. The yield is 0.700. (7) The reactants are F.F.F.C(N(CC)CC)C.C(N(CC)CC)C.[Si]([O:35][CH2:36][C@H:37]1[O:41][C@@H:40]([N:42]2[CH:49]=[C:48]([CH3:50])[C:46](=[O:47])[NH:45][C:43]2=[O:44])[C@H:39]([O:51][CH2:52][CH2:53][O:54][N:55]([CH3:57])[CH3:56])[C@@H:38]1[OH:58])(C(C)(C)C)(C1C=CC=CC=1)C1C=CC=CC=1.CO. The catalyst is C1COCC1.C(Cl)Cl. The product is [CH3:56][N:55]([CH3:57])[O:54][CH2:53][CH2:52][O:51][C@@H:39]1[C@H:38]([OH:58])[C@@H:37]([CH2:36][OH:35])[O:41][C@H:40]1[N:42]1[CH:49]=[C:48]([CH3:50])[C:46](=[O:47])[NH:45][C:43]1=[O:44]. The yield is 0.925. (8) The reactants are [CH3:1][O:2][C:3]1[CH:4]=[C:5]([C:12]([OH:14])=[O:13])[C:6](=[CH:10][CH:11]=1)[C:7]([OH:9])=O.S(Cl)(Cl)=O.C1N2CCN(CC2)C1. The catalyst is C(Cl)Cl. The product is [CH3:1][O:2][C:3]1[CH:4]=[C:5]2[C:6](=[CH:10][CH:11]=1)[C:7](=[O:9])[O:14][C:12]2=[O:13]. The yield is 0.580. (9) The reactants are [C:1]([OH:9])(=[O:8])[C:2]1[CH:7]=[CH:6][N:5]=[CH:4][CH:3]=1.S(=O)(=O)(O)O.O.C([O-])(O)=O.[Na+].[CH3:21][CH2:22]O. No catalyst specified. The product is [C:1]([O:9][CH2:21][CH3:22])(=[O:8])[C:2]1[CH:7]=[CH:6][N:5]=[CH:4][CH:3]=1. The yield is 0.670.